From a dataset of Full USPTO retrosynthesis dataset with 1.9M reactions from patents (1976-2016). Predict the reactants needed to synthesize the given product. (1) Given the product [S:25]1[CH:29]=[CH:28][C:27]([S:30]([N:17]2[CH2:18][CH:15]([O:14][CH:6]([C:7]3[CH:12]=[CH:11][C:10]([Cl:13])=[CH:9][CH:8]=3)[C:5]3[CH:19]=[CH:20][CH:21]=[CH:22][C:4]=3[C:3]([F:2])([F:23])[F:24])[CH2:16]2)(=[O:32])=[O:31])=[CH:26]1, predict the reactants needed to synthesize it. The reactants are: Cl.[F:2][C:3]([F:24])([F:23])[C:4]1[CH:22]=[CH:21][CH:20]=[CH:19][C:5]=1[CH:6]([O:14][CH:15]1[CH2:18][NH:17][CH2:16]1)[C:7]1[CH:12]=[CH:11][C:10]([Cl:13])=[CH:9][CH:8]=1.[S:25]1[CH:29]=[CH:28][C:27]([S:30](Cl)(=[O:32])=[O:31])=[CH:26]1.[N+](C1C=CC(S(N2CC(OC(C3C=CC(Cl)=CC=3)C3C=CC=CC=3C(F)(F)F)C2)(=O)=O)=CC=1)([O-])=O. (2) Given the product [Cl:12][C:13]1[CH:18]=[CH:17][C:16]([C:19]([F:22])([F:21])[F:20])=[CH:15][C:14]=1[NH:23][C:24]1[O:7][C:6]([C:5]2[CH:10]=[CH:11][C:2]([OH:1])=[CH:3][CH:4]=2)=[N:8][N:9]=1, predict the reactants needed to synthesize it. The reactants are: [OH:1][C:2]1[CH:11]=[CH:10][C:5]([C:6]([NH:8][NH2:9])=[O:7])=[CH:4][CH:3]=1.[Cl:12][C:13]1[CH:18]=[CH:17][C:16]([C:19]([F:22])([F:21])[F:20])=[CH:15][C:14]=1[N:23]=[C:24]=S. (3) Given the product [C:19]1([C:16]([OH:18])([CH2:15][CH2:14][NH:13][C:2]2[S:3][CH:4]=[C:5]([C:7]3[CH:12]=[CH:11][CH:10]=[CH:9][CH:8]=3)[N:6]=2)[CH3:17])[CH:24]=[CH:23][CH:22]=[CH:21][CH:20]=1, predict the reactants needed to synthesize it. The reactants are: Cl[C:2]1[S:3][CH:4]=[C:5]([C:7]2[CH:12]=[CH:11][CH:10]=[CH:9][CH:8]=2)[N:6]=1.[NH2:13][CH2:14][CH2:15][C:16]([C:19]1[CH:24]=[CH:23][CH:22]=[CH:21][CH:20]=1)([OH:18])[CH3:17].C1CCN2C(=NCCC2)CC1. (4) The reactants are: C(NC(C)C)(C)C.[Li]CCCC.[Si:13]([O:30][CH2:31][C@@H:32]([N:36]1[C@H:41]([C:42]2[CH:47]=[CH:46][C:45]([Cl:48])=[CH:44][CH:43]=2)[C@@H:40]([C:49]2[CH:54]=[CH:53][CH:52]=[C:51]([Cl:55])[CH:50]=2)[CH2:39][C@@:38]([CH2:57][C:58]([O:60][CH3:61])=[O:59])([CH3:56])[C:37]1=[O:62])[CH:33]1[CH2:35][CH2:34]1)([C:26]([CH3:29])([CH3:28])[CH3:27])([C:20]1[CH:25]=[CH:24][CH:23]=[CH:22][CH:21]=1)[C:14]1[CH:19]=[CH:18][CH:17]=[CH:16][CH:15]=1.[Li+].CC([N-]C(C)C)C.[CH2:71]=[O:72]. Given the product [Si:13]([O:30][CH2:31][C@@H:32]([N:36]1[C@H:41]([C:42]2[CH:43]=[CH:44][C:45]([Cl:48])=[CH:46][CH:47]=2)[C@@H:40]([C:49]2[CH:54]=[CH:53][CH:52]=[C:51]([Cl:55])[CH:50]=2)[CH2:39][C@@:38]([C@@H:57]([CH2:71][OH:72])[C:58]([O:60][CH3:61])=[O:59])([CH3:56])[C:37]1=[O:62])[CH:33]1[CH2:34][CH2:35]1)([C:26]([CH3:27])([CH3:29])[CH3:28])([C:20]1[CH:25]=[CH:24][CH:23]=[CH:22][CH:21]=1)[C:14]1[CH:15]=[CH:16][CH:17]=[CH:18][CH:19]=1, predict the reactants needed to synthesize it.